From a dataset of Full USPTO retrosynthesis dataset with 1.9M reactions from patents (1976-2016). Predict the reactants needed to synthesize the given product. (1) Given the product [CH3:17][O:16][C:8]1[CH:9]=[CH:10][C:11]([NH2:13])=[CH:12][CH:7]=1, predict the reactants needed to synthesize it. The reactants are: BrC1C=NN(C)C=1[C:7]1[CH:12]=[C:11]([N+:13]([O-])=O)[CH:10]=[CH:9][C:8]=1[O:16][CH3:17].O.O.Cl[Sn]Cl.CCOC(C)=O.CCCCCC. (2) Given the product [F:20][C:9]1([F:8])[O:13][C:12]2[CH:14]=[CH:15][C:16](/[CH:18]=[N:7]/[S@:5]([C:2]([CH3:4])([CH3:3])[CH3:1])=[O:6])=[CH:17][C:11]=2[O:10]1, predict the reactants needed to synthesize it. The reactants are: [CH3:1][C:2]([S@@:5]([NH2:7])=[O:6])([CH3:4])[CH3:3].[F:8][C:9]1([F:20])[O:13][C:12]2[CH:14]=[CH:15][C:16]([CH:18]=O)=[CH:17][C:11]=2[O:10]1. (3) The reactants are: [O:1]=[C:2]([C:11]1[CH:16]=[CH:15][CH:14]=[CH:13][CH:12]=1)[CH2:3][C:4]1[CH:5]=[CH:6][C:7](=[O:10])[NH:8][N:9]=1.[BrH:17].[Br-].[Br-].[Br-].[NH+]1C=CC=CC=1.[NH+]1C=CC=CC=1.[NH+]1C=CC=CC=1. Given the product [Br:17][CH:3]([C:4]1[CH:5]=[CH:6][C:7](=[O:10])[NH:8][N:9]=1)[C:2](=[O:1])[C:11]1[CH:16]=[CH:15][CH:14]=[CH:13][CH:12]=1, predict the reactants needed to synthesize it. (4) The reactants are: C(OC(NC(C)(C([NH:13][CH:14]1[C@@H:21]2[N:17]([CH2:18][C@H:19]([O:29][C@@H:30]([C:32]3[CH:37]=[C:36]([C:38]([F:41])([F:40])[F:39])[CH:35]=[C:34]([C:42]([F:45])([F:44])[F:43])[CH:33]=3)[CH3:31])[C@H:20]2[C:22]2[CH:27]=[CH:26][C:25]([F:28])=[CH:24][CH:23]=2)[C:16](=[O:46])[CH2:15]1)=O)C)=O)(C)(C)C.[ClH:48].NC1C2N(CC(O[C@@H](C3C=C(C(F)(F)F)C=C(C(F)(F)F)C=3)C)C2C2C=CC(F)=CC=2)C(=O)C1. Given the product [NH2:13][CH:14]1[CH:21]2[N:17]([CH2:18][CH:19]([O:29][C@@H:30]([C:32]3[CH:37]=[C:36]([C:38]([F:41])([F:40])[F:39])[CH:35]=[C:34]([C:42]([F:45])([F:44])[F:43])[CH:33]=3)[CH3:31])[CH:20]2[C:22]2[CH:27]=[CH:26][C:25]([F:28])=[CH:24][C:23]=2[Cl:48])[C:16](=[O:46])[CH2:15]1, predict the reactants needed to synthesize it. (5) Given the product [CH3:21][O:14][C:13]([C:7]1[C:6]2[C:10](=[CH:11][CH:12]=[C:4]([N+:1]([O-:3])=[O:2])[CH:5]=2)[NH:9][N:8]=1)=[O:15], predict the reactants needed to synthesize it. The reactants are: [N+:1]([C:4]1[CH:5]=[C:6]2[C:10](=[CH:11][CH:12]=1)[NH:9][N:8]=[C:7]2[C:13]([OH:15])=[O:14])([O-:3])=[O:2].O=S(Cl)Cl.Cl.[CH3:21]O.